Predict the product of the given reaction. From a dataset of Forward reaction prediction with 1.9M reactions from USPTO patents (1976-2016). (1) Given the reactants [OH-].[K+].Cl.[NH2:4][C@:5]1([C:24]([OH:26])=[O:25])[C@H:18]2[C@H:13]([CH2:14][CH2:15][C:16]3([O:22][CH2:21][CH2:20][O:19]3)[CH2:17]2)[O:12][C:11]2[C:6]1=[CH:7][C:8]([Br:23])=[CH:9][CH:10]=2, predict the reaction product. The product is: [NH2:4][C@:5]1([C:24]([OH:26])=[O:25])[C@@H:18]2[C@H:13]([CH2:14][CH2:15][C:16]3([O:22][CH2:21][CH2:20][O:19]3)[CH2:17]2)[O:12][C:11]2[C:6]1=[CH:7][C:8]([Br:23])=[CH:9][CH:10]=2. (2) Given the reactants [NH2:1][C:2]1[N:7]=[C:6]([C:8]2[O:9][CH:10]=[CH:11][CH:12]=2)[C:5]([C:13]#[N:14])=[C:4](S(C)=O)[N:3]=1.[OH:18][CH:19]1[CH2:24][CH2:23][CH2:22][N:21]([CH3:25])[CH2:20]1.C1CCN2C(=NCCC2)CC1, predict the reaction product. The product is: [NH2:1][C:2]1[N:7]=[C:6]([C:8]2[O:9][CH:10]=[CH:11][CH:12]=2)[C:5]([C:13]#[N:14])=[C:4]([O:18][CH:19]2[CH2:24][CH2:23][CH2:22][N:21]([CH3:25])[CH2:20]2)[N:3]=1.